This data is from Reaction yield outcomes from USPTO patents with 853,638 reactions. The task is: Predict the reaction yield, written as a fraction of the theoretical maximum amount of product (1.0 means a 100% yield; for example, 0.34 means a 34% yield). (1) The reactants are [CH3:1][S:2]([NH:5][C:6]([C:8]1[CH:9]=[C:10]([CH:15]=[CH:16][CH:17]=1)[C:11]([O:13]C)=[O:12])=[O:7])(=[O:4])=[O:3].[OH-].[Na+]. The catalyst is CO.O. The product is [CH3:1][S:2]([NH:5][C:6]([C:8]1[CH:9]=[C:10]([CH:15]=[CH:16][CH:17]=1)[C:11]([OH:13])=[O:12])=[O:7])(=[O:4])=[O:3]. The yield is 0.420. (2) The reactants are [O:1]([C:8]1[N:13]=[C:12]([C:14]#[N:15])[CH:11]=[CH:10][CH:9]=1)[C:2]1[CH:7]=[CH:6][CH:5]=[CH:4][CH:3]=1. The catalyst is CO.[C].[Pd]. The product is [O:1]([C:8]1[N:13]=[C:12]([CH2:14][NH2:15])[CH:11]=[CH:10][CH:9]=1)[C:2]1[CH:3]=[CH:4][CH:5]=[CH:6][CH:7]=1. The yield is 0.640.